Dataset: Forward reaction prediction with 1.9M reactions from USPTO patents (1976-2016). Task: Predict the product of the given reaction. (1) Given the reactants [Cl:1][CH2:2][CH2:3][CH2:4][N:5]([C@H:7]([C:31]([O:33]C)=[O:32])[CH2:8][N:9]([C:14]1[CH:19]=[CH:18][C:17]([O:20][C:21]2[CH:26]=[CH:25][C:24]([C:27]([F:30])([F:29])[F:28])=[CH:23][CH:22]=2)=[CH:16][CH:15]=1)[S:10]([CH3:13])(=[O:12])=[O:11])[CH3:6].Cl.CCCCCC, predict the reaction product. The product is: [Cl:1][CH2:2][CH2:3][CH2:4][N:5]([C@H:7]([C:31]([OH:33])=[O:32])[CH2:8][N:9]([C:14]1[CH:15]=[CH:16][C:17]([O:20][C:21]2[CH:26]=[CH:25][C:24]([C:27]([F:30])([F:28])[F:29])=[CH:23][CH:22]=2)=[CH:18][CH:19]=1)[S:10]([CH3:13])(=[O:11])=[O:12])[CH3:6]. (2) Given the reactants [CH3:1][O:2][C:3]([C:5]1[CH:13]=[CH:12][C:8]([C:9](O)=[O:10])=[CH:7][C:6]=1[N+:14]([O-:16])=[O:15])=[O:4].C(Cl)(=O)C(Cl)=O.[BH4-].[Na+].Cl, predict the reaction product. The product is: [CH3:1][O:2][C:3](=[O:4])[C:5]1[CH:13]=[CH:12][C:8]([CH2:9][OH:10])=[CH:7][C:6]=1[N+:14]([O-:16])=[O:15]. (3) Given the reactants [OH:1][C:2]1[CH:7]=[C:6]([CH3:8])[C:5]([C:9]2[N:10]=[C:11]([NH:14][C:15](=[O:22])[C:16]3[CH:21]=[CH:20][N:19]=[CH:18][CH:17]=3)[S:12][CH:13]=2)=[C:4]([CH3:23])[CH:3]=1.C(=O)([O-])[O-].[Cs+].[Cs+].Br[C:31]1[CH:32]=[CH:33][C:34]([OH:37])=[N:35][CH:36]=1, predict the reaction product. The product is: [OH:37][C:34]1[N:35]=[CH:36][C:31]([O:1][C:2]2[CH:3]=[C:4]([CH3:23])[C:5]([C:9]3[N:10]=[C:11]([NH:14][C:15](=[O:22])[C:16]4[CH:21]=[CH:20][N:19]=[CH:18][CH:17]=4)[S:12][CH:13]=3)=[C:6]([CH3:8])[CH:7]=2)=[CH:32][CH:33]=1. (4) Given the reactants [CH:1]1(CO)[CH2:4]C[CH2:2]1.[C:24]1(P([C:20]2[CH:25]=[CH:24][CH:23]=[CH:22]C=2)[C:24]2[CH:25]=[CH:20]C=[CH:22][CH:23]=2)[CH:25]=[CH:20]C=[CH:22][CH:23]=1.[N:26]([C:34]([O:36][CH:37]([CH3:39])[CH3:38])=[O:35])=[N:26][C:34]([O:36][CH:37]([CH3:39])[CH3:38])=[O:35].S[CH2:41]C(O)=O.S([O-])(O)(=O)=O.[K+].C([N:53]([CH2:56][CH3:57])CC)C, predict the reaction product. The product is: [CH:57]1([CH2:56][NH:53][CH:24]2[CH2:23][CH2:22][N:26]([C:34]([O:36][C:37]([CH3:38])([CH3:39])[CH3:41])=[O:35])[CH2:20][CH2:25]2)[CH2:4][CH2:1][CH2:2]1. (5) Given the reactants [C:1]([CH2:9][NH:10][CH2:11][C:12]1[CH:13]=[C:14]([C:18]2[CH:23]=[CH:22][C:21](/[CH:24]=[C:25](\[CH3:31])/[C:26]([O:28]CC)=[O:27])=[CH:20][C:19]=2[O:32][CH2:33][CH2:34][CH2:35][CH3:36])[CH:15]=[CH:16][CH:17]=1)(=[O:8])[C:2]1[CH:7]=[CH:6][CH:5]=[CH:4][CH:3]=1.[OH-].[Na+], predict the reaction product. The product is: [C:1]([CH2:9][NH:10][CH2:11][C:12]1[CH:13]=[C:14]([C:18]2[CH:23]=[CH:22][C:21](/[CH:24]=[C:25](\[CH3:31])/[C:26]([OH:28])=[O:27])=[CH:20][C:19]=2[O:32][CH2:33][CH2:34][CH2:35][CH3:36])[CH:15]=[CH:16][CH:17]=1)(=[O:8])[C:2]1[CH:7]=[CH:6][CH:5]=[CH:4][CH:3]=1. (6) The product is: [NH2:1][C@H:4]1[CH2:9][CH2:8][N:7]([C:10]([O:12][C:13]([CH3:15])([CH3:14])[CH3:16])=[O:11])[CH2:6][C@@H:5]1[F:17]. Given the reactants [N:1]([C@H:4]1[CH2:9][CH2:8][N:7]([C:10]([O:12][C:13]([CH3:16])([CH3:15])[CH3:14])=[O:11])[CH2:6][C@@H:5]1[F:17])=[N+]=[N-], predict the reaction product.